This data is from Full USPTO retrosynthesis dataset with 1.9M reactions from patents (1976-2016). The task is: Predict the reactants needed to synthesize the given product. (1) Given the product [ClH:34].[CH2:1]([O:3][C:4]([C:6]1[NH:7][CH:8]=[C:9]2[CH:18]([C:19]3[O:20][C:21]([S:24][C:25]4[NH:29][C:28]5[C:30]([CH3:35])=[CH:31][C:32]([Cl:34])=[CH:33][C:27]=5[N:26]=4)=[CH:22][CH:23]=3)[C:17]3[C:16](=[O:36])[CH2:15][NH:14][CH2:13][C:12]=3[NH:11][C:10]=12)=[O:5])[CH3:2], predict the reactants needed to synthesize it. The reactants are: [CH2:1]([O:3][C:4]([C:6]1[NH:7][CH:8]=[C:9]2[CH:18]([C:19]3[O:20][C:21]([S:24][C:25]4[NH:29][C:28]5[C:30]([CH3:35])=[CH:31][C:32]([Cl:34])=[CH:33][C:27]=5[N:26]=4)=[CH:22][CH:23]=3)[C:17]3[C:16](=[O:36])[CH2:15][N:14](OC(C)(C)C)[CH2:13][C:12]=3[NH:11][C:10]=12)=[O:5])[CH3:2].Cl. (2) Given the product [CH:23]1([C@H:20]([O:21][CH3:22])[C:11]2[CH:12]=[CH:13][C:14]([C:16]([F:19])([F:18])[F:17])=[CH:15][C:10]=2[CH2:9][OH:8])[CH2:24][CH2:25][CH2:26][CH2:27][CH2:28]1, predict the reactants needed to synthesize it. The reactants are: C([Si]([O:8][CH2:9][C:10]1[CH:15]=[C:14]([C:16]([F:19])([F:18])[F:17])[CH:13]=[CH:12][C:11]=1[C@H:20]([CH:23]1[CH2:28][CH2:27][CH2:26][CH2:25][CH2:24]1)[O:21][CH3:22])(C)C)(C)(C)C.[F-].C([N+](CCCC)(CCCC)CCCC)CCC. (3) Given the product [OH:15][CH:14]([C:13]1[CH:16]=[CH:17][CH:18]=[C:11]([OH:10])[CH:12]=1)[CH2:8][C:7]#[N:9], predict the reactants needed to synthesize it. The reactants are: CC([O-])(C)C.[K+].[C:7](#[N:9])[CH3:8].[OH:10][C:11]1[CH:12]=[C:13]([CH:16]=[CH:17][CH:18]=1)[CH:14]=[O:15]. (4) Given the product [CH2:54]([O:53][C:51]([C:49]1[CH:50]=[N:46][N:47]([CH:2]2[CH2:7][CH2:6][N:5]([C:8]([O:10][C:11]([CH3:14])([CH3:13])[CH3:12])=[O:9])[CH2:4][CH2:3]2)[N:48]=1)=[O:52])[CH3:55], predict the reactants needed to synthesize it. The reactants are: O[CH:2]1[CH2:7][CH2:6][N:5]([C:8]([O:10][C:11]([CH3:14])([CH3:13])[CH3:12])=[O:9])[CH2:4][CH2:3]1.C1(P(C2C=CC=CC=2)C2C=CC=CC=2)C=CC=CC=1.N(C(OCC)=O)=NC(OCC)=O.[NH:46]1[CH:50]=[C:49]([C:51]([O:53][CH2:54][CH3:55])=[O:52])[N:48]=[N:47]1. (5) The reactants are: ClC1C(OCC(C)C)=NC=C(B2OC(C)(C)C(C)(C)[O:9]2)C=1.[Cl:22][C:23]1[C:28]([Cl:29])=[CH:27][C:26](B2OC(C)(C)C(C)(C)O2)=[CH:25][N:24]=1. Given the product [Cl:29][C:28]1[CH:27]=[C:26]([OH:9])[CH:25]=[N:24][C:23]=1[Cl:22], predict the reactants needed to synthesize it. (6) Given the product [O:26]=[C:22]1[NH:23][C:24]2[N:25]=[C:16]([O:15][CH2:14][CH2:13][CH2:12][CH2:11][N:2]3[CH2:3][CH2:4][C:5]4[C:10](=[CH:9][CH:8]=[C:7]([C:27]#[N:28])[CH:6]=4)[CH2:1]3)[CH:17]=[CH:18][C:19]=2[CH2:20][CH2:21]1, predict the reactants needed to synthesize it. The reactants are: [CH2:1]1[C:10]2[C:5](=[CH:6][CH:7]=[CH:8][CH:9]=2)[CH2:4][CH2:3][N:2]1[CH2:11][CH2:12][CH2:13][CH2:14][O:15][C:16]1[N:25]=[C:24]2[C:19]([CH2:20][CH2:21][C:22](=[O:26])[NH:23]2)=[CH:18][CH:17]=1.[CH2:27]1C2C(=CC(C#N)=CC=2)CC[NH:28]1. (7) The reactants are: NC1C=CC=CC=1CN.CCN(C(C)C)C(C)C.C(Cl)(=[O:26])C1C=CC=CC=1.[C:28]([NH:36][C:37]1[CH:44]=[CH:43][CH:42]=[CH:41][C:38]=1[CH2:39][NH2:40])(=[O:35])[C:29]1[CH:34]=[CH:33][CH:32]=[CH:31][CH:30]=1. Given the product [C:28](=[O:26])([OH:35])[NH2:36].[C:28]([NH:36][C:37]1[CH:44]=[CH:43][CH:42]=[CH:41][C:38]=1[CH2:39][NH2:40])(=[O:35])[C:29]1[CH:30]=[CH:31][CH:32]=[CH:33][CH:34]=1, predict the reactants needed to synthesize it. (8) Given the product [NH2:1][C:4]1[CH:9]=[CH:8][CH:7]=[CH:6][C:5]=1[CH:10]([CH2:13][OH:14])[CH2:11][OH:12], predict the reactants needed to synthesize it. The reactants are: [N+:1]([C:4]1[CH:9]=[CH:8][CH:7]=[CH:6][C:5]=1[CH:10]([CH2:13][OH:14])[CH2:11][OH:12])([O-])=O.